Dataset: Full USPTO retrosynthesis dataset with 1.9M reactions from patents (1976-2016). Task: Predict the reactants needed to synthesize the given product. Given the product [CH2:37]([N:25]([CH2:22][CH2:23][CH3:24])[CH2:26][CH2:27][C:28]1[C:29]2[C:33]([CH:34]=[CH:35][CH:36]=1)=[N:32][C:31](=[O:40])[CH:30]=2)[CH2:38][CH3:39], predict the reactants needed to synthesize it. The reactants are: [Br-].[Br-].[Br-].[NH+]1C=CC=CC=1.[NH+]1C=CC=CC=1.[NH+]1C=CC=CC=1.[CH2:22]([N:25]([CH2:37][CH2:38][CH3:39])[CH2:26][CH2:27][C:28]1[CH:36]=[CH:35][CH:34]=[C:33]2[C:29]=1[CH:30]=[CH:31][NH:32]2)[CH2:23][CH3:24].[OH-:40].[Na+].